From a dataset of Full USPTO retrosynthesis dataset with 1.9M reactions from patents (1976-2016). Predict the reactants needed to synthesize the given product. (1) Given the product [CH3:57][C:54]1[CH:55]=[CH:56][C:51]([CH:37]([NH:36][C:28]2[CH:29]=[C:30]3[C:25]([O:24][C:23]4[C:22]([C:20]5[NH:21][C:16](=[O:15])[CH:17]=[C:18]([N:58]6[CH2:63][CH2:62][O:61][CH2:60][CH2:59]6)[CH:19]=5)=[CH:35][CH:34]=[CH:33][C:32]=4[CH2:31]3)=[CH:26][CH:27]=2)[C@@H:38]2[O:43][CH2:42][CH2:41][NH:40][CH2:39]2)=[N:52][CH:53]=1, predict the reactants needed to synthesize it. The reactants are: Cl.O1CCOCC1.COC1C=CC(C[O:15][C:16]2[N:21]=[C:20]([C:22]3[CH:35]=[CH:34][CH:33]=[C:32]4[C:23]=3[O:24][C:25]3[CH:26]=[CH:27][C:28]([NH:36][CH:37]([C:51]5[CH:56]=[CH:55][C:54]([CH3:57])=[CH:53][N:52]=5)[C@@H:38]5[O:43][CH2:42][CH2:41][N:40](C(OC(C)(C)C)=O)[CH2:39]5)=[CH:29][C:30]=3[CH2:31]4)[CH:19]=[C:18]([N:58]3[CH2:63][CH2:62][O:61][CH2:60][CH2:59]3)[CH:17]=2)=CC=1. (2) Given the product [CH3:3][C:4]1[N:5]([C:15]2[CH:20]=[CH:19][CH:18]=[C:17]([C:21]([F:24])([F:22])[F:23])[CH:16]=2)[C:6](=[O:14])[C:7]([C:10]([OH:12])=[O:11])=[N:8][CH:9]=1, predict the reactants needed to synthesize it. The reactants are: [OH-].[Na+].[CH3:3][C:4]1[N:5]([C:15]2[CH:20]=[CH:19][CH:18]=[C:17]([C:21]([F:24])([F:23])[F:22])[CH:16]=2)[C:6](=[O:14])[C:7]([C:10]([O:12]C)=[O:11])=[N:8][CH:9]=1.Cl. (3) The reactants are: [2H-].[Al+3].[Li+].[2H-].[2H-].[2H-].[C:7]12([CH3:17])[C:14]([CH3:16])([CH3:15])[CH:11]([CH2:12][CH2:13]1)[CH2:10][C:8]2=[O:9].[H-]. Given the product [CH3:15][C:14]1([CH3:16])[C:7]2([CH3:17])[CH:8]([OH:9])[CH2:10][CH:11]1[CH2:12][CH2:13]2, predict the reactants needed to synthesize it. (4) Given the product [CH3:15][O:14][C:5]1[N:4]=[CH:3][C:2]([C:18]2[CH:19]=[C:20]([NH2:23])[CH:21]=[N:22][C:17]=2[CH3:16])=[N:7][C:6]=1[N:8]1[CH2:13][CH2:12][O:11][CH2:10][CH2:9]1, predict the reactants needed to synthesize it. The reactants are: Cl[C:2]1[N:7]=[C:6]([N:8]2[CH2:13][CH2:12][O:11][CH2:10][CH2:9]2)[C:5]([O:14][CH3:15])=[N:4][CH:3]=1.[CH3:16][C:17]1[N:22]=[CH:21][C:20]([NH2:23])=[CH:19][C:18]=1B1OC(C)(C)C(C)(C)O1.C(=O)([O-])[O-].[Na+].[Na+]. (5) Given the product [C:31]([C:30]1[C:29]2[CH2:34][CH2:35][CH2:36][CH2:37][C:28]=2[S:27][C:26]=1[NH:25][C:23](=[O:24])[CH2:22][N:5]1[C:6]2[CH2:11][CH2:10][N:9]([C:12]([O:14][C:15]([CH3:16])([CH3:17])[CH3:18])=[O:13])[CH2:8][C:7]=2[C:3]([C:2]([F:1])([F:19])[F:20])=[N:4]1)(=[O:32])[NH2:33], predict the reactants needed to synthesize it. The reactants are: [F:1][C:2]([F:20])([F:19])[C:3]1[C:7]2[CH2:8][N:9]([C:12]([O:14][C:15]([CH3:18])([CH3:17])[CH3:16])=[O:13])[CH2:10][CH2:11][C:6]=2[NH:5][N:4]=1.Cl[CH2:22][C:23]([NH:25][C:26]1[S:27][C:28]2[CH2:37][CH2:36][CH2:35][CH2:34][C:29]=2[C:30]=1[C:31]([NH2:33])=[O:32])=[O:24].C(=O)([O-])[O-].[K+].[K+].CN(C=O)C.